Dataset: Full USPTO retrosynthesis dataset with 1.9M reactions from patents (1976-2016). Task: Predict the reactants needed to synthesize the given product. (1) Given the product [CH3:17][C:9]1([CH3:10])[CH2:11][CH2:12][C:13]([CH3:14])([CH3:23])[C:5]2[CH:6]=[C:1]([OH:7])[CH:2]=[CH:3][C:4]1=2, predict the reactants needed to synthesize it. The reactants are: [C:1]1([OH:7])[CH:6]=[CH:5][CH:4]=[CH:3][CH:2]=1.Cl[C:9]([CH3:17])([CH2:11][C:12](Cl)(C)[CH2:13][CH3:14])[CH3:10].[Cl-].[Al+3].[Cl-].[Cl-].Cl[CH2:23]Cl. (2) Given the product [NH2:10][C:5]1[CH:4]=[C:3]([O:2][CH3:1])[CH:8]=[CH:7][C:6]=1[OH:9], predict the reactants needed to synthesize it. The reactants are: [CH3:1][O:2][C:3]1[CH:8]=[CH:7][C:6]([OH:9])=[C:5]([N+:10]([O-])=O)[CH:4]=1. (3) Given the product [F:22][C@@H:23]1[CH2:27][CH2:26][N:25]([C:2]2[N:12]=[CH:11][CH:10]=[CH:9][C:3]=2[C:4]([O:6][CH2:7][CH3:8])=[O:5])[CH2:24]1, predict the reactants needed to synthesize it. The reactants are: F[C:2]1[N:12]=[CH:11][CH:10]=[CH:9][C:3]=1[C:4]([O:6][CH2:7][CH3:8])=[O:5].C(N(C(C)C)CC)(C)C.[F:22][C@@H:23]1[CH2:27][CH2:26][NH:25][CH2:24]1. (4) Given the product [NH2:9][C:8]1[C:3]([CH:2]([C:17]2([C:21]3[CH:26]=[CH:25][CH:24]=[C:23]([C:27]([F:30])([F:28])[F:29])[CH:22]=3)[CH2:20][CH2:19][CH2:18]2)[OH:1])=[N:4][CH:5]=[CH:6][CH:7]=1, predict the reactants needed to synthesize it. The reactants are: [OH:1][CH:2]([C:17]1([C:21]2[CH:26]=[CH:25][CH:24]=[C:23]([C:27]([F:30])([F:29])[F:28])[CH:22]=2)[CH2:20][CH2:19][CH2:18]1)[C:3]1[C:8]([NH:9]C(=O)OC(C)(C)C)=[CH:7][CH:6]=[CH:5][N:4]=1.FC(F)(F)C(O)=O.